From a dataset of Catalyst prediction with 721,799 reactions and 888 catalyst types from USPTO. Predict which catalyst facilitates the given reaction. (1) Reactant: [CH3:30][O:29][CH2:28][CH2:27][O:26][CH2:25][CH2:24][O:23][C:20]1[CH:21]=[CH:22][C:17]([C:16](O[C:16](=[NH:39])[C:17]2[CH:22]=[CH:21][C:20]([O:23][CH2:24][CH2:25][O:26][CH2:27][CH2:28][O:29][CH3:30])=[CH:19][C:18]=2[O:31]S(C(F)(F)F)(=O)=O)=[NH:39])=[C:18]([O:31]S(C(F)(F)F)(=O)=O)[CH:19]=1.ClN[C@:52]([CH3:58])([CH2:56][SH:57])[C:53]([OH:55])=[O:54].CCN(CC)CC. Product: [OH:31][C:18]1[CH:19]=[C:20]([O:23][CH2:24][CH2:25][O:26][CH2:27][CH2:28][O:29][CH3:30])[CH:21]=[CH:22][C:17]=1[C:16]1[S:57][CH2:56][C@:52]([CH3:58])([C:53]([OH:55])=[O:54])[N:39]=1. The catalyst class is: 5. (2) Reactant: [F:1][C:2]1[CH:27]=[CH:26][CH:25]=[CH:24][C:3]=1[CH2:4][N:5]1[C:9]([C:10]2[S:11][CH:12]=[CH:13][N:14]=2)=[N:8][C:7]([C:15]2[N:20]=[C:19]([NH2:21])[C:18]([NH2:22])=[C:17]([NH2:23])[N:16]=2)=[N:6]1.Cl[C:29]([O:31][CH3:32])=[O:30].O. Product: [NH2:23][C:17]1[C:18]([NH:22][C:29](=[O:30])[O:31][CH3:32])=[C:19]([NH2:21])[N:20]=[C:15]([C:7]2[N:8]=[C:9]([C:10]3[S:11][CH:12]=[CH:13][N:14]=3)[N:5]([CH2:4][C:3]3[CH:24]=[CH:25][CH:26]=[CH:27][C:2]=3[F:1])[N:6]=2)[N:16]=1. The catalyst class is: 17. (3) Reactant: Br[C:2]1[CH:12]=[CH:11][C:5]2[O:6][CH:7]([CH3:10])[CH2:8][NH:9][C:4]=2[CH:3]=1.[B:13]1([B:13]2[O:17][C:16]([CH3:19])([CH3:18])[C:15]([CH3:21])([CH3:20])[O:14]2)[O:17][C:16]([CH3:19])([CH3:18])[C:15]([CH3:21])([CH3:20])[O:14]1.CC([O-])=O.[K+].C(Cl)Cl. Product: [CH3:10][CH:7]1[O:6][C:5]2[CH:11]=[CH:12][C:2]([B:13]3[O:17][C:16]([CH3:19])([CH3:18])[C:15]([CH3:21])([CH3:20])[O:14]3)=[CH:3][C:4]=2[NH:9][CH2:8]1. The catalyst class is: 12. (4) Reactant: [CH:1]1([C:6]2[C:7]([O:22]S(C3C=CC(C)=CC=3)(=O)=O)=[N:8][N:9]3[C:14]=2[C:13]([CH3:15])=[N:12][N:11]=[C:10]3[C:16]2[CH:21]=[CH:20][CH:19]=[CH:18][CH:17]=2)[CH2:5][CH2:4][CH2:3][CH2:2]1.[CH3:33][N:34]1[C:38]([CH2:39]O)=[N:37][CH:36]=[N:35]1.[H-].[Na+].O. Product: [CH:1]1([C:6]2[C:7]([O:22][CH2:39][C:38]3[N:34]([CH3:33])[N:35]=[CH:36][N:37]=3)=[N:8][N:9]3[C:14]=2[C:13]([CH3:15])=[N:12][N:11]=[C:10]3[C:16]2[CH:21]=[CH:20][CH:19]=[CH:18][CH:17]=2)[CH2:5][CH2:4][CH2:3][CH2:2]1. The catalyst class is: 3. (5) Reactant: Cl.[NH2:2][C@@H:3]1[CH2:8][CH2:7][CH2:6][N:5]([C:9]2[C:14]([Br:15])=[CH:13][N:12]=[C:11]3[NH:16][CH:17]=[C:18]([NH:19][C:20]([CH:22]4[CH2:24][CH2:23]4)=[O:21])[C:10]=23)[CH2:4]1.Br[CH2:26][CH2:27][O:28][CH3:29].CCN(C(C)C)C(C)C.O. Product: [Br:15][C:14]1[C:9]([N:5]2[CH2:6][CH2:7][CH2:8][C@@H:3]([NH:2][CH2:26][CH2:27][O:28][CH3:29])[CH2:4]2)=[C:10]2[C:18]([NH:19][C:20]([CH:22]3[CH2:23][CH2:24]3)=[O:21])=[CH:17][NH:16][C:11]2=[N:12][CH:13]=1. The catalyst class is: 3. (6) Reactant: [CH2:1]([O:8][C:9]1[CH:14]=[CH:13][N:12]([C:15]2[CH:16]=[C:17]3[C:21](=[CH:22][CH:23]=2)[N:20]([CH2:24][CH2:25][N:26]2[CH2:31][CH2:30][CH2:29][CH2:28][CH2:27]2)[N:19]=[CH:18]3)[C:11](=[O:32])[CH:10]=1)[C:2]1[CH:7]=[CH:6][CH:5]=[CH:4][CH:3]=1.[ClH:33].C(OCC)C. Product: [ClH:33].[CH2:1]([O:8][C:9]1[CH:14]=[CH:13][N:12]([C:15]2[CH:16]=[C:17]3[C:21](=[CH:22][CH:23]=2)[N:20]([CH2:24][CH2:25][N:26]2[CH2:31][CH2:30][CH2:29][CH2:28][CH2:27]2)[N:19]=[CH:18]3)[C:11](=[O:32])[CH:10]=1)[C:2]1[CH:7]=[CH:6][CH:5]=[CH:4][CH:3]=1. The catalyst class is: 2. (7) Reactant: [NH2:1][C:2]1[CH:7]=[CH:6][C:5]([C@H:8]([CH3:20])[C:9]([NH:11][C:12]2[S:13][C:14]([CH:17]([CH3:19])[CH3:18])=[CH:15][N:16]=2)=[O:10])=[CH:4][CH:3]=1.[CH3:21][C:22]([O:25][C:26]([NH:28][CH2:29][C:30](O)=[O:31])=[O:27])([CH3:24])[CH3:23].C1(N=C=N)CCCCC1. Product: [C:22]([O:25][C:26](=[O:27])[NH:28][CH2:29][C:30](=[O:31])[NH:1][C:2]1[CH:7]=[CH:6][C:5]([C@@H:8]([C:9](=[O:10])[NH:11][C:12]2[S:13][C:14]([CH:17]([CH3:19])[CH3:18])=[CH:15][N:16]=2)[CH3:20])=[CH:4][CH:3]=1)([CH3:24])([CH3:21])[CH3:23]. The catalyst class is: 4.